This data is from Full USPTO retrosynthesis dataset with 1.9M reactions from patents (1976-2016). The task is: Predict the reactants needed to synthesize the given product. (1) Given the product [CH3:1][O:2][CH2:3][CH2:4][O:5][C:6]1[CH:11]=[CH:10][C:9](/[CH:12]=[CH:13]/[C:14]([OH:16])=[O:15])=[C:8]([NH:19][C:20]2[CH:21]=[CH:22][C:23]([C:26]([F:27])([F:28])[F:29])=[CH:24][CH:25]=2)[CH:7]=1, predict the reactants needed to synthesize it. The reactants are: [CH3:1][O:2][CH2:3][CH2:4][O:5][C:6]1[CH:11]=[CH:10][C:9](/[CH:12]=[CH:13]/[C:14]([O:16]CC)=[O:15])=[C:8]([NH:19][C:20]2[CH:25]=[CH:24][C:23]([C:26]([F:29])([F:28])[F:27])=[CH:22][CH:21]=2)[CH:7]=1.[OH-].[Na+]. (2) Given the product [CH3:16][O:17][C:18]1[CH:26]=[C:25]2[C:21](=[CH:20][CH:19]=1)[CH2:22][CH:23]=[C:24]2[C:4]1[CH:5]=[CH:6][CH:7]=[C:2]([Br:1])[CH:3]=1, predict the reactants needed to synthesize it. The reactants are: [Br:1][C:2]1[CH:7]=[CH:6][CH:5]=[C:4](I)[CH:3]=1.CCCCCCC.[CH3:16][O:17][C:18]1[CH:26]=[C:25]2[C:21]([CH2:22][CH2:23][C:24]2=O)=[CH:20][CH:19]=1.Cl. (3) Given the product [F:17][C:18]1[CH:46]=[CH:45][C:44]([F:47])=[CH:43][C:19]=1[CH2:20][N:21]([CH3:42])[C:22]([NH:24][C:25]1[CH:26]=[CH:27][C:28]([S:31]([N:34]2[CH2:39][CH2:38][CH:37]([CH2:40][NH:1][CH2:2][C@@H:3]([C:5]3[CH:6]=[CH:7][C:8]([OH:16])=[C:9]([NH:11][S:12]([CH3:15])(=[O:14])=[O:13])[CH:10]=3)[OH:4])[CH2:36][CH2:35]2)(=[O:32])=[O:33])=[CH:29][CH:30]=1)=[O:23], predict the reactants needed to synthesize it. The reactants are: [NH2:1][CH2:2][C@@H:3]([C:5]1[CH:6]=[CH:7][C:8]([OH:16])=[C:9]([NH:11][S:12]([CH3:15])(=[O:14])=[O:13])[CH:10]=1)[OH:4].[F:17][C:18]1[CH:46]=[CH:45][C:44]([F:47])=[CH:43][C:19]=1[CH2:20][N:21]([CH3:42])[C:22]([NH:24][C:25]1[CH:30]=[CH:29][C:28]([S:31]([N:34]2[CH2:39][CH2:38][CH:37]([CH:40]=O)[CH2:36][CH2:35]2)(=[O:33])=[O:32])=[CH:27][CH:26]=1)=[O:23].C(O)(=O)C.C([BH3-])#N.[Na+].